Dataset: Peptide-MHC class II binding affinity with 134,281 pairs from IEDB. Task: Regression. Given a peptide amino acid sequence and an MHC pseudo amino acid sequence, predict their binding affinity value. This is MHC class II binding data. (1) The peptide sequence is MKDLDEPGHLAPTGM. The MHC is DRB1_0301 with pseudo-sequence DRB1_0301. The binding affinity (normalized) is 0.0989. (2) The peptide sequence is ICGIVYWMRRHTQKAPKRIRLPHIRED. The MHC is DRB4_0101 with pseudo-sequence DRB4_0103. The binding affinity (normalized) is 0.394. (3) The peptide sequence is GELQIVDKIDAAGKI. The MHC is DRB5_0101 with pseudo-sequence DRB5_0101. The binding affinity (normalized) is 0.781. (4) The peptide sequence is GELQIVDKIDAANKI. The MHC is DRB1_0802 with pseudo-sequence DRB1_0802. The binding affinity (normalized) is 0.620.